Regression. Given two drug SMILES strings and cell line genomic features, predict the synergy score measuring deviation from expected non-interaction effect. From a dataset of NCI-60 drug combinations with 297,098 pairs across 59 cell lines. (1) Drug 1: CCC1=CC2CC(C3=C(CN(C2)C1)C4=CC=CC=C4N3)(C5=C(C=C6C(=C5)C78CCN9C7C(C=CC9)(C(C(C8N6C)(C(=O)OC)O)OC(=O)C)CC)OC)C(=O)OC.C(C(C(=O)O)O)(C(=O)O)O. Drug 2: CC12CCC3C(C1CCC2O)C(CC4=C3C=CC(=C4)O)CCCCCCCCCS(=O)CCCC(C(F)(F)F)(F)F. Cell line: NCI/ADR-RES. Synergy scores: CSS=1.86, Synergy_ZIP=-1.30, Synergy_Bliss=-0.185, Synergy_Loewe=-0.173, Synergy_HSA=-0.173. (2) Cell line: EKVX. Synergy scores: CSS=3.44, Synergy_ZIP=0.313, Synergy_Bliss=1.91, Synergy_Loewe=-0.968, Synergy_HSA=-0.487. Drug 2: N.N.Cl[Pt+2]Cl. Drug 1: C1=CC(=CC=C1CCC2=CNC3=C2C(=O)NC(=N3)N)C(=O)NC(CCC(=O)O)C(=O)O. (3) Drug 1: C1CC(C1)(C(=O)O)C(=O)O.[NH2-].[NH2-].[Pt+2]. Drug 2: CCN(CC)CCCC(C)NC1=C2C=C(C=CC2=NC3=C1C=CC(=C3)Cl)OC. Cell line: K-562. Synergy scores: CSS=20.0, Synergy_ZIP=-5.36, Synergy_Bliss=-0.942, Synergy_Loewe=-20.0, Synergy_HSA=-4.49. (4) Cell line: LOX IMVI. Synergy scores: CSS=16.4, Synergy_ZIP=-5.76, Synergy_Bliss=-2.74, Synergy_Loewe=-1.00, Synergy_HSA=-0.739. Drug 1: C1CC(=O)NC(=O)C1N2CC3=C(C2=O)C=CC=C3N. Drug 2: CS(=O)(=O)OCCCCOS(=O)(=O)C. (5) Drug 1: CS(=O)(=O)C1=CC(=C(C=C1)C(=O)NC2=CC(=C(C=C2)Cl)C3=CC=CC=N3)Cl. Drug 2: C1CC(=O)NC(=O)C1N2C(=O)C3=CC=CC=C3C2=O. Cell line: PC-3. Synergy scores: CSS=1.37, Synergy_ZIP=-0.859, Synergy_Bliss=-1.23, Synergy_Loewe=-1.07, Synergy_HSA=-1.64.